Dataset: Human liver microsome stability data. Task: Regression/Classification. Given a drug SMILES string, predict its absorption, distribution, metabolism, or excretion properties. Task type varies by dataset: regression for continuous measurements (e.g., permeability, clearance, half-life) or binary classification for categorical outcomes (e.g., BBB penetration, CYP inhibition). Dataset: hlm. (1) The compound is COc1cc(NC(=O)C2COc3ccc(C)cc3C2)ccc1-c1cn[nH]c1. The result is 1 (stable in human liver microsomes). (2) The molecule is N#Cc1ccc2c(c1)nc(O)n2[C@H]1C[C@H](c2nnc(-c3ccncn3)n2-c2ccccc2Cl)C1. The result is 1 (stable in human liver microsomes). (3) The molecule is CS(=O)(=O)c1ccc(C(CCNC(=O)c2cccnc2)c2ccc(F)cc2)cc1. The result is 1 (stable in human liver microsomes). (4) The compound is COC(=O)[C@H](C(C)C)N1CCCO[P@@]1(=O)COCCn1cnc2c(N)ncnc21.O=C(O)C=CC(=O)O. The result is 0 (unstable in human liver microsomes).